From a dataset of Catalyst prediction with 721,799 reactions and 888 catalyst types from USPTO. Predict which catalyst facilitates the given reaction. (1) Reactant: C(NC(C)C)(C)C.C1(P(C2C=CC=CC=2)C2C=CC=CC=2)C=CC=CC=1.[C:27]1([CH2:33][CH2:34][OH:35])[CH:32]=[CH:31][CH:30]=[CH:29][CH:28]=1.O[C:37]1[C:38]([CH:60]2[CH2:64][CH2:63][CH2:62][N:61]2[C:65](=[O:67])[CH3:66])=[CH:39][C:40]2[N:44]([CH2:45][O:46][CH2:47][CH2:48][Si:49]([CH3:52])([CH3:51])[CH3:50])[C:43]([C:53]3[CH:58]=[CH:57][CH:56]=[CH:55][N:54]=3)=[N:42][C:41]=2[CH:59]=1.C(=O)(O)[O-].[Na+]. Product: [CH2:34]([O:35][C:37]1[C:38]([CH:60]2[CH2:64][CH2:63][CH2:62][N:61]2[C:65](=[O:67])[CH3:66])=[CH:39][C:40]2[N:44]([CH2:45][O:46][CH2:47][CH2:48][Si:49]([CH3:52])([CH3:51])[CH3:50])[C:43]([C:53]3[CH:58]=[CH:57][CH:56]=[CH:55][N:54]=3)=[N:42][C:41]=2[CH:59]=1)[CH2:33][C:27]1[CH:32]=[CH:31][CH:30]=[CH:29][CH:28]=1. The catalyst class is: 7. (2) The catalyst class is: 6. Reactant: [CH3:1][CH:2]1[CH:27]2[O:28][C:26]2([CH3:29])[CH:25]([O:30]C(CC(C)C)=O)[CH2:24][C:22](=[O:23])[N:21]([CH3:37])[C:14]2=[C:15]([Cl:20])[C:16]([O:18][CH3:19])=[CH:17][C:12](=[CH:13]2)[CH2:11][C:10]([CH3:38])=[CH:9][CH:8]=[CH:7][CH:6]([O:39][CH3:40])[C:5]2([OH:45])[NH:41][C:42]([O:44][CH:3]1[CH2:4]2)=[O:43].O1CCCC1. Product: [CH3:1][CH:2]1[CH:27]2[O:28][C:26]2([CH3:29])[CH:25]([OH:30])[CH2:24][C:22](=[O:23])[N:21]([CH3:37])[C:14]2=[C:15]([Cl:20])[C:16]([O:18][CH3:19])=[CH:17][C:12](=[CH:13]2)[CH2:11][C:10]([CH3:38])=[CH:9][CH:8]=[CH:7][CH:6]([O:39][CH3:40])[C:5]2([OH:45])[NH:41][C:42]([O:44][CH:3]1[CH2:4]2)=[O:43]. (3) Reactant: C[O:2][C:3]([C:5]1[CH:15]=[C:14]([O:16][C:17]2[CH:22]=[C:21]([F:23])[CH:20]=[C:19]([F:24])[CH:18]=2)[C:8]2[CH2:9][C:10]([CH3:13])([CH3:12])[O:11][C:7]=2[CH:6]=1)=[O:4].[OH-].[Na+]. Product: [F:23][C:21]1[CH:22]=[C:17]([CH:18]=[C:19]([F:24])[CH:20]=1)[O:16][C:14]1[C:8]2[CH2:9][C:10]([CH3:12])([CH3:13])[O:11][C:7]=2[CH:6]=[C:5]([C:3]([OH:4])=[O:2])[CH:15]=1. The catalyst class is: 5. (4) Reactant: C([O:3][C:4]([CH:6]1[CH2:11][CH2:10][CH2:9][N:8]([C:12]2[N:13]=[C:14]([N:24]3[CH2:29][CH2:28][N:27]4[C:30]([C:33]([F:36])([F:35])[F:34])=[N:31][N:32]=[C:26]4[CH2:25]3)[C:15]3[CH:20]=[C:19]([CH2:21][CH2:22][CH3:23])[S:18][C:16]=3[N:17]=2)[CH2:7]1)=[O:5])C.CO.[OH-].[Na+].Cl. Product: [CH2:21]([C:19]1[S:18][C:16]2[N:17]=[C:12]([N:8]3[CH2:9][CH2:10][CH2:11][CH:6]([C:4]([OH:5])=[O:3])[CH2:7]3)[N:13]=[C:14]([N:24]3[CH2:29][CH2:28][N:27]4[C:30]([C:33]([F:34])([F:36])[F:35])=[N:31][N:32]=[C:26]4[CH2:25]3)[C:15]=2[CH:20]=1)[CH2:22][CH3:23]. The catalyst class is: 7. (5) Reactant: [Cl:1][C:2]1[N:3]=[C:4]([C:9]([OH:11])=O)[NH:5][C:6]=1[CH2:7][CH3:8].S(Cl)(Cl)=O.[NH2:16][C:17]1[CH:38]=[CH:37][C:20]2[N:21]([CH2:25][C:26]3[CH:36]=[CH:35][CH:34]=[CH:33][C:27]=3[C:28]([O:30][CH2:31][CH3:32])=[O:29])[CH2:22][CH2:23][O:24][C:19]=2[CH:18]=1. Product: [Cl:1][C:2]1[N:3]=[C:4]([C:9]([NH:16][C:17]2[CH:38]=[CH:37][C:20]3[N:21]([CH2:25][C:26]4[CH:36]=[CH:35][CH:34]=[CH:33][C:27]=4[C:28]([O:30][CH2:31][CH3:32])=[O:29])[CH2:22][CH2:23][O:24][C:19]=3[CH:18]=2)=[O:11])[NH:5][C:6]=1[CH2:7][CH3:8]. The catalyst class is: 17. (6) Reactant: [CH3:1][C@H:2]1[CH2:7][O:6][CH2:5][CH2:4][N:3]1[C:8]1[N:9]=[C:10]([N:25]2[CH2:30][CH2:29][O:28][CH2:27][C@@H:26]2[CH3:31])[C:11]2[CH:17]=[CH:16][C:15]([C:18]3[CH:23]=[CH:22][N:21]=[C:20]([NH2:24])[CH:19]=3)=[N:14][C:12]=2[N:13]=1.[C:32](OC(=O)C)(=[O:34])[CH3:33]. Product: [CH3:1][C@H:2]1[CH2:7][O:6][CH2:5][CH2:4][N:3]1[C:8]1[N:9]=[C:10]([N:25]2[CH2:30][CH2:29][O:28][CH2:27][C@@H:26]2[CH3:31])[C:11]2[CH:17]=[CH:16][C:15]([C:18]3[CH:23]=[CH:22][N:21]=[C:20]([NH:24][C:32](=[O:34])[CH3:33])[CH:19]=3)=[N:14][C:12]=2[N:13]=1. The catalyst class is: 17. (7) Reactant: [CH2:1]([O:8][C:9](=[O:49])[NH:10][C@H:11]([C:13](=[O:48])[NH:14][C@H:15]([C:25](=[O:47])[NH:26][C@@H:27]([CH2:40][C:41]1[CH:46]=[CH:45][CH:44]=[CH:43][CH:42]=1)[CH:28]([C:30](=[O:39])[NH:31][CH2:32][C:33]1[CH:38]=[CH:37][CH:36]=[CH:35][CH:34]=1)[OH:29])[CH2:16][C:17]1[CH:22]=[CH:21][C:20]([O:23][CH3:24])=[CH:19][CH:18]=1)[CH3:12])[C:2]1[CH:7]=[CH:6][CH:5]=[CH:4][CH:3]=1.CC(OI1(OC(C)=O)(OC(C)=O)OC(=O)C2C=CC=CC1=2)=O.[O-]S([O-])(=S)=O.[Na+].[Na+].C([O-])(O)=O.[Na+]. Product: [CH2:1]([O:8][C:9](=[O:49])[NH:10][C@H:11]([C:13](=[O:48])[NH:14][C@H:15]([C:25](=[O:47])[NH:26][C@@H:27]([CH2:40][C:41]1[CH:42]=[CH:43][CH:44]=[CH:45][CH:46]=1)[C:28]([C:30](=[O:39])[NH:31][CH2:32][C:33]1[CH:34]=[CH:35][CH:36]=[CH:37][CH:38]=1)=[O:29])[CH2:16][C:17]1[CH:22]=[CH:21][C:20]([O:23][CH3:24])=[CH:19][CH:18]=1)[CH3:12])[C:2]1[CH:3]=[CH:4][CH:5]=[CH:6][CH:7]=1. The catalyst class is: 34.